Regression. Given two drug SMILES strings and cell line genomic features, predict the synergy score measuring deviation from expected non-interaction effect. From a dataset of Merck oncology drug combination screen with 23,052 pairs across 39 cell lines. (1) Drug 1: O=P1(N(CCCl)CCCl)NCCCO1. Drug 2: COC1=C2CC(C)CC(OC)C(O)C(C)C=C(C)C(OC(N)=O)C(OC)C=CC=C(C)C(=O)NC(=CC1=O)C2=O. Cell line: SKMES1. Synergy scores: synergy=1.06. (2) Drug 1: CC(C)CC(NC(=O)C(Cc1ccccc1)NC(=O)c1cnccn1)B(O)O. Drug 2: COC1CC2CCC(C)C(O)(O2)C(=O)C(=O)N2CCCCC2C(=O)OC(C(C)CC2CCC(OP(C)(C)=O)C(OC)C2)CC(=O)C(C)C=C(C)C(O)C(OC)C(=O)C(C)CC(C)C=CC=CC=C1C. Cell line: T47D. Synergy scores: synergy=-11.1. (3) Drug 1: N#Cc1ccc(Cn2cncc2CN2CCN(c3cccc(Cl)c3)C(=O)C2)cc1. Drug 2: COc1cc(C2c3cc4c(cc3C(OC3OC5COC(C)OC5C(O)C3O)C3COC(=O)C23)OCO4)cc(OC)c1O. Synergy scores: synergy=4.39. Cell line: NCIH2122. (4) Drug 1: CCC1(O)C(=O)OCc2c1cc1n(c2=O)Cc2cc3c(CN(C)C)c(O)ccc3nc2-1. Drug 2: Cn1c(=O)n(-c2ccc(C(C)(C)C#N)cc2)c2c3cc(-c4cnc5ccccc5c4)ccc3ncc21. Cell line: VCAP. Synergy scores: synergy=21.2. (5) Drug 1: NC(=O)c1cccc2cn(-c3ccc(C4CCCNC4)cc3)nc12. Drug 2: CCc1cnn2c(NCc3ccc[n+]([O-])c3)cc(N3CCCCC3CCO)nc12. Cell line: KPL1. Synergy scores: synergy=4.58. (6) Drug 1: C#Cc1cccc(Nc2ncnc3cc(OCCOC)c(OCCOC)cc23)c1. Drug 2: CC1(c2nc3c(C(N)=O)cccc3[nH]2)CCCN1. Cell line: MDAMB436. Synergy scores: synergy=3.60. (7) Drug 1: CC1CC2C3CCC4=CC(=O)C=CC4(C)C3(F)C(O)CC2(C)C1(O)C(=O)CO. Drug 2: O=C(O)C1(Cc2cccc(Nc3nccs3)n2)CCC(Oc2cccc(Cl)c2F)CC1. Cell line: NCIH2122. Synergy scores: synergy=-8.44. (8) Cell line: PA1. Synergy scores: synergy=10.4. Drug 2: N.N.O=C(O)C1(C(=O)O)CCC1.[Pt]. Drug 1: O=S1(=O)NC2(CN1CC(F)(F)F)C1CCC2Cc2cc(C=CCN3CCC(C(F)(F)F)CC3)ccc2C1.